Dataset: Experimentally validated miRNA-target interactions with 360,000+ pairs, plus equal number of negative samples. Task: Binary Classification. Given a miRNA mature sequence and a target amino acid sequence, predict their likelihood of interaction. (1) The miRNA is hsa-miR-138-5p with sequence AGCUGGUGUUGUGAAUCAGGCCG. The protein sequence of the target gene is MQREEKQLEASLDALLNQVADLKNSLGSFIYKLENEYDRLTWPSVLDSFALLSGQLNTLNKVLKHEKTPLFRNQVIIPLVLSPDRDEDLMRQTEGRVPVFSHEVVPDHLRTKPDPEVEEQEKQLTTDAARIGADAAQKQIQSLNKMCSNLLEKISKEERESESGGLRPNKQTFNPGDTNALVAAVAFGKGLSNWRPSGSSGPGQPGQPGAGTILAGASGLPQVQMPGAPNQQQPMLSGVQMAQAGQPGKMPSGIKTNIKSASMHPYQR. Result: 0 (no interaction). (2) The miRNA is ath-miR157a-5p with sequence UUGACAGAAGAUAGAGAGCAC. The protein sequence of the target gene is MQRLIPIAFSSSVKGFVRRHYLLLERGNNPETSLSRSFSGASHHHHYRERLRNELHCIKFDDAFSLFCEMLQSRPIPSIVDFTRVLTVIAKMNKFDIVIYLYHKMENLGISHDLYSFTILIHCFCRCSRLSLALALLGKMMKLGFRPSIVTLGSLLNGFCQGNRFQEAVSLVDSMDGFGFVPNVVIYNTVINGLCKNRDLNNALEVFYCMEKKGIRADAVTYNTLISGLSNSGRWTDAARLLRDMVKRKIDPNVIFFTALIDTFVKEGNLLEARNLYKEMIRRSVVPNVFTYNSLINGFC.... Result: 0 (no interaction). (3) The miRNA is mmu-miR-425-5p with sequence AAUGACACGAUCACUCCCGUUGA. The protein sequence of the target gene is MATSNHSSGAEFILAGLTQRPELQLPLFLLFLGIYVVTVVGNLGMIFLIALSSQLYPPVYYFLSHLSFIDLCYSSVITPKMLVNFVPEENIISFLECITQLYFFLIFVIAEGYLLTAMEYDRYVAICRPLLYNIVMSHRVCSIMMAVVYSLGFLWATVHTTRMSVLSFCRSHTVSHYFCDILPLLTLSCSSTHINEILLFIIGGVNTLATTLAVLISYAFIFSSILGIHSTEGQSKAFGTCSSHLLAVGIFFGSITFMYFKPPSSTTMEKEKVSSVFYITIIPMLNPLIYSLRNKDVKNA.... Result: 0 (no interaction).